From a dataset of Full USPTO retrosynthesis dataset with 1.9M reactions from patents (1976-2016). Predict the reactants needed to synthesize the given product. (1) Given the product [CH2:9]([NH:16][C:17]([C:19]1[S:23][C:22]([N:24]2[CH:29]=[CH:28][C:27]([O:30][CH2:2][C:3]3[N:4]=[C:5]([CH3:8])[S:6][CH:7]=3)=[CH:26][C:25]2=[O:31])=[N:21][C:20]=1[CH3:32])=[O:18])[C:10]1[CH:15]=[CH:14][CH:13]=[CH:12][CH:11]=1, predict the reactants needed to synthesize it. The reactants are: Cl[CH2:2][C:3]1[N:4]=[C:5]([CH3:8])[S:6][CH:7]=1.[CH2:9]([NH:16][C:17]([C:19]1[S:23][C:22]([N:24]2[CH:29]=[CH:28][C:27]([OH:30])=[CH:26][C:25]2=[O:31])=[N:21][C:20]=1[CH3:32])=[O:18])[C:10]1[CH:15]=[CH:14][CH:13]=[CH:12][CH:11]=1. (2) Given the product [NH:16]1[CH2:17][CH:14]([CH:12]([C:10]2[C:9]([Cl:25])=[C:8]3[C:3]([CH2:4][CH2:5][N:6]([CH2:27][C:28]4[C:29](=[O:37])[NH:30][C:31]([CH3:36])=[CH:32][C:33]=4[O:34][CH3:35])[C:7]3=[O:26])=[C:2]([Cl:1])[CH:11]=2)[CH3:13])[CH2:15]1, predict the reactants needed to synthesize it. The reactants are: [Cl:1][C:2]1[CH:11]=[C:10]([CH:12]([CH:14]2[CH2:17][N:16](C(OC(C)(C)C)=O)[CH2:15]2)[CH3:13])[C:9]([Cl:25])=[C:8]2[C:3]=1[CH2:4][CH2:5][N:6]([CH2:27][C:28]1[C:29](=[O:37])[NH:30][C:31]([CH3:36])=[CH:32][C:33]=1[O:34][CH3:35])[C:7]2=[O:26].Cl. (3) Given the product [F:44][C:23]([F:22])([F:43])[O:24][C:25]1[CH:26]=[CH:27][C:28]([N:31]2[CH:35]=[N:34][C:33]([C:36]3[CH:42]=[CH:41][C:39]([NH:40][C:7]([C:3]4[CH:2]=[C:1]([C:10]5[CH:15]=[CH:14][CH:13]=[CH:12][CH:11]=5)[CH:6]=[CH:5][CH:4]=4)=[O:9])=[CH:38][CH:37]=3)=[N:32]2)=[CH:29][CH:30]=1, predict the reactants needed to synthesize it. The reactants are: [C:1]1([C:10]2[CH:15]=[CH:14][CH:13]=[CH:12][CH:11]=2)[CH:6]=[CH:5][CH:4]=[C:3]([C:7]([OH:9])=O)[CH:2]=1.C(Cl)(=O)C(Cl)=O.[F:22][C:23]([F:44])([F:43])[O:24][C:25]1[CH:30]=[CH:29][C:28]([N:31]2[CH:35]=[N:34][C:33]([C:36]3[CH:42]=[CH:41][C:39]([NH2:40])=[CH:38][CH:37]=3)=[N:32]2)=[CH:27][CH:26]=1.C(N(C(C)C)CC)(C)C. (4) Given the product [CH3:17][O:18][C:19]1[CH:32]=[CH:31][C:22]2[CH:23]([CH2:26][C:27]([O:29][CH3:30])=[O:28])[CH2:24][O:25][C:21]=2[CH:20]=1, predict the reactants needed to synthesize it. The reactants are: C[C@H]1P(CCP2[C@H](C)CC[C@H]2C)[C@H](C)CC1.[CH3:17][O:18][C:19]1[CH:32]=[CH:31][C:22]2[C:23]([CH2:26][C:27]([O:29][CH3:30])=[O:28])=[CH:24][O:25][C:21]=2[CH:20]=1.[H][H]. (5) Given the product [CH3:1][O:2][C:3](=[O:16])[CH:4]([NH:11][C:12]([O:14][CH3:15])=[O:13])[CH2:5][CH2:6][O:30][CH2:31][C:32]([F:35])([F:34])[F:33], predict the reactants needed to synthesize it. The reactants are: [CH3:1][O:2][C:3](=[O:16])[CH:4]([NH:11][C:12]([O:14][CH3:15])=[O:13])[CH2:5][CH2:6]C(F)(F)F.C(C1C(OC)=NC(CC[O:30][CH2:31][C:32]([F:35])([F:34])[F:33])C(OC)=N1)(C)C. (6) Given the product [Cl:1][C:2]1[N:10]=[C:9]2[C:5]([N:6]=[CH:7][N:8]2[C@@H:11]2[CH2:15][C@H:14]([NH:16][C:17](=[O:20])[CH2:18][CH3:19])[C@@H:13]([OH:21])[C@H:12]2[OH:22])=[C:4]([NH:23][C@H:37]([CH3:38])[CH2:36][O:29][C:30]2[CH:35]=[CH:34][CH:33]=[CH:32][CH:31]=2)[N:3]=1, predict the reactants needed to synthesize it. The reactants are: [Cl:1][C:2]1[N:10]=[C:9]2[C:5]([N:6]=[CH:7][N:8]2[C@@H:11]2[CH2:15][C@H:14]([NH:16][C:17](=[O:20])[CH2:18][CH3:19])[C@@H:13]([OH:21])[C@H:12]2[OH:22])=[C:4]([NH:23]C2CCCC2)[N:3]=1.[O:29]([CH2:36][C@H:37](N)[CH3:38])[C:30]1[CH:35]=[CH:34][CH:33]=[CH:32][CH:31]=1.CC(N)COC1C=CC=CC=1.